This data is from Forward reaction prediction with 1.9M reactions from USPTO patents (1976-2016). The task is: Predict the product of the given reaction. (1) Given the reactants C([O:3][C:4](=[O:37])[C@H:5]([C:30]1[CH:35]=[CH:34][C:33]([Cl:36])=[CH:32][CH:31]=1)[N:6]1[C:15](=[O:16])[C:14]2[C:9](=[CH:10][CH:11]=[CH:12][CH:13]=2)[N:8]([CH2:17][C:18]2[C:22]3[C:23]([CH3:28])=[CH:24][C:25]([CH3:27])=[CH:26][C:21]=3[S:20][N:19]=2)[C:7]1=[O:29])C.[Li+].[OH-], predict the reaction product. The product is: [Cl:36][C:33]1[CH:34]=[CH:35][C:30]([C@H:5]([N:6]2[C:15](=[O:16])[C:14]3[C:9](=[CH:10][CH:11]=[CH:12][CH:13]=3)[N:8]([CH2:17][C:18]3[C:22]4[C:23]([CH3:28])=[CH:24][C:25]([CH3:27])=[CH:26][C:21]=4[S:20][N:19]=3)[C:7]2=[O:29])[C:4]([OH:37])=[O:3])=[CH:31][CH:32]=1. (2) The product is: [NH2:12][C:4]1[C:3](=[O:15])[N:2]([CH3:1])[CH:7]=[C:6]([C:8]([F:9])([F:10])[F:11])[CH:5]=1. Given the reactants [CH3:1][N:2]1[CH:7]=[C:6]([C:8]([F:11])([F:10])[F:9])[CH:5]=[C:4]([N+:12]([O-])=O)[C:3]1=[O:15], predict the reaction product. (3) Given the reactants [Br:1][C:2]1[CH:3]=[N:4][C:5]2[N:6]([N:8]=[C:9]([C:11]([OH:13])=O)[CH:10]=2)[CH:7]=1.[CH3:14][CH:15]1[C:24]2[C:19](=[CH:20][C:21]3[CH:27]=[CH:26][O:25][C:22]=3[CH:23]=2)[CH2:18][CH2:17][NH:16]1, predict the reaction product. The product is: [Br:1][C:2]1[CH:3]=[N:4][C:5]2[N:6]([N:8]=[C:9]([C:11]([N:16]3[CH2:17][CH2:18][C:19]4[C:24](=[CH:23][C:22]5[O:25][CH:26]=[CH:27][C:21]=5[CH:20]=4)[CH:15]3[CH3:14])=[O:13])[CH:10]=2)[CH:7]=1. (4) Given the reactants [F:1][C:2]1[CH:3]=[C:4](/[CH:28]=[CH:29]/[C:30]([O-:32])=[O:31])[CH:5]=[C:6]([F:27])[C:7]=1[C:8]1[C:13]2[NH:14][C:15]3[C:20]([C:12]=2[CH2:11][C@@H:10]([CH3:21])[N+:9]=1[CH2:22][C:23]([F:26])([CH3:25])[CH3:24])=[CH:19][CH:18]=[CH:17][CH:16]=3.FC1C=C(/C=C/C(OC)=O)C=C(F)C=1[C@@H]1C2NC3C(C=2C[C@@H](C)N1CC(F)(C)C)=CC=CC=3.[OH-].[Na+].Cl, predict the reaction product. The product is: [F:27][C:6]1[CH:5]=[C:4](/[CH:28]=[CH:29]/[C:30]([OH:32])=[O:31])[CH:3]=[C:2]([F:1])[C:7]=1[C@@H:8]1[C:13]2[NH:14][C:15]3[C:20]([C:12]=2[CH2:11][C@@H:10]([CH3:21])[N:9]1[CH2:22][C:23]([F:26])([CH3:25])[CH3:24])=[CH:19][CH:18]=[CH:17][CH:16]=3. (5) Given the reactants [CH:1]([C:3]1[CH:10]=[CH:9][C:6]([C:7]#[N:8])=[CH:5][CH:4]=1)=[O:2].[F:11][C:12]([Si](C)(C)C)([F:14])[F:13].[F-].C([N+](CCCC)(CCCC)CCCC)CCC.Cl, predict the reaction product. The product is: [F:11][C:12]([F:14])([F:13])[CH:1]([C:3]1[CH:10]=[CH:9][C:6]([C:7]#[N:8])=[CH:5][CH:4]=1)[OH:2]. (6) Given the reactants CC1C=C(C)N=C(NC23N([C:17]4([N:26]5[N:30]=[CH:29][CH:28]=[N:27]5)[CH:22]=[CH:21][C:20]([F:23])=[CH:19][CH:18]4[CH:24]=[O:25])C(CC2)CC3)N=1.FC(F)(F)C1N=CC(N[C@@H]2C[C@@H]3N[C@H]2CC3)=NC=1.[CH3:49][C:50]1[CH:55]=[C:54]([CH3:56])[N:53]=[C:52]([NH:57][CH:58]2[CH2:63][CH:62]3[NH:64][CH:59]2[CH2:60][CH2:61]3)[N:51]=1, predict the reaction product. The product is: [CH3:56][C:54]1[CH:55]=[C:50]([CH3:49])[N:51]=[C:52]([NH:57][CH:58]2[CH2:63][CH:62]3[N:64]([C:24]([C:18]4[CH:19]=[C:20]([F:23])[CH:21]=[CH:22][C:17]=4[N:26]4[N:30]=[CH:29][CH:28]=[N:27]4)=[O:25])[CH:59]2[CH2:60][CH2:61]3)[N:53]=1. (7) Given the reactants [NH2:1][CH2:2][C:3]1[CH:8]=[CH:7][C:6]([C:9]2[CH2:13][C:12]([C:18]3[CH:23]=[C:22]([Br:24])[C:21]([F:25])=[C:20]([Br:26])[CH:19]=3)([C:14]([F:17])([F:16])[F:15])[O:11][N:10]=2)=[CH:5][C:4]=1[Cl:27].C(N(CC)CC)C.[C:35](Cl)(=[O:39])[CH2:36][CH2:37][CH3:38], predict the reaction product. The product is: [C:35]([NH:1][CH2:2][C:3]1[CH:8]=[CH:7][C:6]([C:9]2[CH2:13][C:12]([C:18]3[CH:23]=[C:22]([Br:24])[C:21]([F:25])=[C:20]([Br:26])[CH:19]=3)([C:14]([F:17])([F:16])[F:15])[O:11][N:10]=2)=[CH:5][C:4]=1[Cl:27])(=[O:39])[CH2:36][CH2:37][CH3:38].